Task: Regression. Given two drug SMILES strings and cell line genomic features, predict the synergy score measuring deviation from expected non-interaction effect.. Dataset: NCI-60 drug combinations with 297,098 pairs across 59 cell lines (1) Drug 1: C1=CN(C(=O)N=C1N)C2C(C(C(O2)CO)O)O.Cl. Drug 2: C1CCC(C(C1)N)N.C(=O)(C(=O)[O-])[O-].[Pt+4]. Cell line: NCI-H460. Synergy scores: CSS=68.0, Synergy_ZIP=-0.124, Synergy_Bliss=0.394, Synergy_Loewe=-6.19, Synergy_HSA=2.43. (2) Drug 1: CCC1=C2CN3C(=CC4=C(C3=O)COC(=O)C4(CC)O)C2=NC5=C1C=C(C=C5)O. Drug 2: C(CC(=O)O)C(=O)CN.Cl. Cell line: MOLT-4. Synergy scores: CSS=64.8, Synergy_ZIP=-0.190, Synergy_Bliss=-0.903, Synergy_Loewe=-5.96, Synergy_HSA=0.0743. (3) Drug 1: CC1=C(C(=CC=C1)Cl)NC(=O)C2=CN=C(S2)NC3=CC(=NC(=N3)C)N4CCN(CC4)CCO. Drug 2: C1CCC(C(C1)N)N.C(=O)(C(=O)[O-])[O-].[Pt+4]. Cell line: UACC-257. Synergy scores: CSS=8.03, Synergy_ZIP=-3.11, Synergy_Bliss=0.382, Synergy_Loewe=1.19, Synergy_HSA=1.42. (4) Drug 1: C1=CC(=C2C(=C1NCCNCCO)C(=O)C3=C(C=CC(=C3C2=O)O)O)NCCNCCO. Drug 2: CC1=C(C(CCC1)(C)C)C=CC(=CC=CC(=CC(=O)O)C)C. Cell line: NCI-H460. Synergy scores: CSS=24.6, Synergy_ZIP=-5.10, Synergy_Bliss=-10.3, Synergy_Loewe=-14.4, Synergy_HSA=-8.47.